Dataset: Full USPTO retrosynthesis dataset with 1.9M reactions from patents (1976-2016). Task: Predict the reactants needed to synthesize the given product. (1) Given the product [Cl:1][C:2]1[N:7]=[C:6]([N:8]2[CH2:9][CH2:10][CH:11]([O:14][C:17]3[CH:18]=[C:19]4[C:23](=[CH:24][CH:25]=3)[C@H:22]([CH2:26][C:27]([O:29][CH2:30][CH3:31])=[O:28])[CH2:21][CH2:20]4)[CH2:12][CH2:13]2)[C:5]([CH3:15])=[CH:4][N:3]=1, predict the reactants needed to synthesize it. The reactants are: [Cl:1][C:2]1[N:7]=[C:6]([N:8]2[CH2:13][CH2:12][CH:11]([OH:14])[CH2:10][CH2:9]2)[C:5]([CH3:15])=[CH:4][N:3]=1.O[C:17]1[CH:18]=[C:19]2[C:23](=[CH:24][CH:25]=1)[C@H:22]([CH2:26][C:27]([O:29][CH2:30][CH3:31])=[O:28])[CH2:21][CH2:20]2.C1C=CC(P(C2C=CC=CC=2)C2C=CC=CC=2)=CC=1.C1CCN(C(N=NC(N2CCCCC2)=O)=O)CC1. (2) The reactants are: [CH3:1][N:2]1[CH2:7][CH2:6][CH:5]([CH2:8][OH:9])[CH2:4][CH2:3]1.C[O:11][C:12](=O)[C:13]([OH:26])([C:20]1[CH:25]=[CH:24][CH:23]=[CH:22][CH:21]=1)[C:14]1[CH:19]=[CH:18][CH:17]=[CH:16][CH:15]=1.[Na]. Given the product [CH3:1][N:2]1[CH2:7][CH2:6][CH:5]([CH2:8][O:9][C:12](=[O:11])[C:13]([OH:26])([C:20]2[CH:21]=[CH:22][CH:23]=[CH:24][CH:25]=2)[C:14]2[CH:19]=[CH:18][CH:17]=[CH:16][CH:15]=2)[CH2:4][CH2:3]1, predict the reactants needed to synthesize it.